Dataset: Full USPTO retrosynthesis dataset with 1.9M reactions from patents (1976-2016). Task: Predict the reactants needed to synthesize the given product. (1) Given the product [Br:8][C:6]1[CH:7]=[C:2]([C:16]([OH:17])([C:18]([F:21])([F:20])[F:19])[C:15]([F:23])([F:22])[F:14])[CH:3]=[N:4][CH:5]=1, predict the reactants needed to synthesize it. The reactants are: Br[C:2]1[CH:3]=[N:4][CH:5]=[C:6]([Br:8])[CH:7]=1.C([Mg]Cl)(C)C.[F:14][C:15]([F:23])([F:22])[C:16]([C:18]([F:21])([F:20])[F:19])=[O:17]. (2) Given the product [CH2:18]([O:25][C:26](=[O:29])[CH2:27][N:7]1[C:6]2[CH:11]=[C:2]([CH3:1])[CH:3]=[CH:4][C:5]=2[O:9][C:8]1=[O:10])[C:19]1[CH:24]=[CH:23][CH:22]=[CH:21][CH:20]=1, predict the reactants needed to synthesize it. The reactants are: [CH3:1][C:2]1[CH:3]=[CH:4][C:5]2[O:9][C:8](=[O:10])[NH:7][C:6]=2[CH:11]=1.C([O-])([O-])=O.[K+].[K+].[CH2:18]([O:25][C:26](=[O:29])[CH2:27]Br)[C:19]1[CH:24]=[CH:23][CH:22]=[CH:21][CH:20]=1. (3) Given the product [NH2:19][C:17]1[CH:16]=[CH:15][C:3]([O:4][C:5]2[CH:13]=[C:12]3[C:8]([CH2:9][NH:10][C:11]3=[O:14])=[CH:7][CH:6]=2)=[C:2]([Cl:1])[CH:18]=1, predict the reactants needed to synthesize it. The reactants are: [Cl:1][C:2]1[CH:18]=[C:17]([N+:19]([O-])=O)[CH:16]=[CH:15][C:3]=1[O:4][C:5]1[CH:13]=[C:12]2[C:8]([CH2:9][NH:10][C:11]2=[O:14])=[CH:7][CH:6]=1.CO.